This data is from Forward reaction prediction with 1.9M reactions from USPTO patents (1976-2016). The task is: Predict the product of the given reaction. The product is: [CH:1]([C:3]1[S:7][C:6]([NH:8][CH2:9][C:10]([OH:12])=[O:11])=[N:5][CH:4]=1)=[O:2]. Given the reactants [CH:1]([C:3]1[S:7][C:6]([NH:8][CH2:9][C:10]([O:12]C(C)(C)C)=[O:11])=[N:5][CH:4]=1)=[O:2].C(O)(C(F)(F)F)=O, predict the reaction product.